Task: Predict the reactants needed to synthesize the given product.. Dataset: Full USPTO retrosynthesis dataset with 1.9M reactions from patents (1976-2016) (1) The reactants are: [CH3:1][C:2]1[N:3]=[C:4]([C:8]2[C:13]([O:14][C:15]3[C:24]4[C:19](=[CH:20][C:21]([OH:27])=[C:22]([O:25][CH3:26])[CH:23]=4)[N:18]=[CH:17][CH:16]=3)=[CH:12][C:11]([CH3:28])=[C:10]([CH3:29])[N:9]=2)[S:5][C:6]=1[CH3:7].C(=O)([O-])[O-].[K+].[K+].[CH2:36]([CH:38]1[O:40][CH2:39]1)Br. Given the product [CH3:1][C:2]1[N:3]=[C:4]([C:8]2[C:13]([O:14][C:15]3[C:24]4[C:19](=[CH:20][C:21]([O:27][CH2:36][CH:38]5[CH2:39][O:40]5)=[C:22]([O:25][CH3:26])[CH:23]=4)[N:18]=[CH:17][CH:16]=3)=[CH:12][C:11]([CH3:28])=[C:10]([CH3:29])[N:9]=2)[S:5][C:6]=1[CH3:7], predict the reactants needed to synthesize it. (2) Given the product [OH:16][CH:11]([C:8]1[S:7][C:6]([CH:2]=[O:1])=[N:10][CH:9]=1)[C:12]([OH:14])([CH3:15])[CH3:13], predict the reactants needed to synthesize it. The reactants are: [O:1]1CCO[CH:2]1[C:6]1[S:7][C:8]([CH:11]([OH:16])[C:12]([CH3:15])([OH:14])[CH3:13])=[CH:9][N:10]=1.Cl.O.C(=O)([O-])O.[Na+]. (3) Given the product [CH3:1][C:2]([CH3:29])([OH:28])[CH2:3][N:4]([S:19]([C:22]1[CH:23]=[CH:24][CH:25]=[CH:26][CH:27]=1)(=[O:20])=[O:21])[C:5]1[CH:10]=[CH:9][C:8]([C:11]([F:14])([F:12])[F:13])=[CH:7][C:6]=1[OH:15], predict the reactants needed to synthesize it. The reactants are: [CH3:1][C:2]([CH3:29])([OH:28])[CH2:3][N:4]([S:19]([C:22]1[CH:27]=[CH:26][CH:25]=[CH:24][CH:23]=1)(=[O:21])=[O:20])[C:5]1[CH:10]=[CH:9][C:8]([C:11]([F:14])([F:13])[F:12])=[CH:7][C:6]=1[O:15]COC. (4) Given the product [CH3:17][C@@H:4]1[CH2:5][N:6]([C:8]2[N:9]=[C:10]([F:16])[CH:11]=[CH:12][C:13]=2[CH:14]=[O:15])[CH2:7][C@H:2]([CH3:1])[O:3]1, predict the reactants needed to synthesize it. The reactants are: [CH3:1][C@@H:2]1[CH2:7][N:6]([C:8]2[C:13]([CH2:14][OH:15])=[CH:12][CH:11]=[C:10]([F:16])[N:9]=2)[CH2:5][C@H:4]([CH3:17])[O:3]1.C[N+]1([O-])CCOCC1.C(#N)C. (5) Given the product [CH3:1][C:2]1[CH:3]=[C:4]([C:30]2[CH:35]=[CH:34][CH:33]=[C:32]([C:36]([F:39])([F:37])[F:38])[CH:31]=2)[C:5]([NH:21][S:22]([CH3:25])(=[O:23])=[O:24])=[N:6][C:7]=1[C:8]([N:10]1[CH2:11][CH2:12][CH:13]([N:16]2[CH2:20][CH2:19][CH2:18][CH2:17]2)[CH2:14][CH2:15]1)=[O:9], predict the reactants needed to synthesize it. The reactants are: [CH3:1][C:2]1[CH:3]=[C:4]([C:30]2[CH:35]=[CH:34][CH:33]=[C:32]([C:36]([F:39])([F:38])[F:37])[CH:31]=2)[C:5]([N:21](S(C)(=O)=O)[S:22]([CH3:25])(=[O:24])=[O:23])=[N:6][C:7]=1[C:8]([N:10]1[CH2:15][CH2:14][CH:13]([N:16]2[CH2:20][CH2:19][CH2:18][CH2:17]2)[CH2:12][CH2:11]1)=[O:9].[F-].C([N+](CCCC)(CCCC)CCCC)CCC. (6) Given the product [CH2:26]([N:14]([CH2:12][CH3:13])[CH2:15][CH2:16][O:17][C:18]1[CH:19]=[CH:20][C:21]([CH2:24][NH:25][C:9](=[O:11])[C:8]#[C:7][C:1]2[CH:2]=[CH:3][CH:4]=[CH:5][CH:6]=2)=[CH:22][CH:23]=1)[CH3:27], predict the reactants needed to synthesize it. The reactants are: [C:1]1([C:7]#[C:8][C:9]([OH:11])=O)[CH:6]=[CH:5][CH:4]=[CH:3][CH:2]=1.[CH2:12]([N:14]([CH2:26][CH3:27])[CH2:15][CH2:16][O:17][C:18]1[CH:23]=[CH:22][C:21]([CH2:24][NH2:25])=[CH:20][CH:19]=1)[CH3:13].CN(C(ON1N=NC2C=CC=CC1=2)=[N+](C)C)C.[B-](F)(F)(F)F.C1C=CC2N(O)N=NC=2C=1.CCN(C(C)C)C(C)C. (7) Given the product [C:1]([O:5][C:6](=[O:36])[NH:7][C:8]1([C:12]2[CH:13]=[CH:14][C:15]([C:38]3[C:39](=[O:56])[C:40]4[C:41]([O:48][C:49]=3[C:50]3[CH:55]=[CH:54][CH:53]=[CH:52][CH:51]=3)=[N:42][C:43]([O:46][CH3:47])=[CH:44][CH:45]=4)=[CH:16][CH:17]=2)[CH2:9][CH2:10][CH2:11]1)([CH3:4])([CH3:2])[CH3:3], predict the reactants needed to synthesize it. The reactants are: [C:1]([O:5][C:6](=[O:36])[NH:7][C:8]1([C:12]2[CH:17]=[CH:16][C:15](C3C(=O)C4C(=CC=C(F)C=4)OC=3C3C=CC=CC=3)=[CH:14][CH:13]=2)[CH2:11][CH2:10][CH2:9]1)([CH3:4])([CH3:3])[CH3:2].I[C:38]1[C:39](=[O:56])[C:40]2[C:41]([O:48][C:49]=1[C:50]1[CH:55]=[CH:54][CH:53]=[CH:52][CH:51]=1)=[N:42][C:43]([O:46][CH3:47])=[CH:44][CH:45]=2. (8) Given the product [NH:20]1[C:24]2[CH:25]=[CH:26][CH:27]=[CH:28][C:23]=2[N:22]=[C:21]1[CH2:29][N:4]1[CH2:3][CH2:2][N:1]([C:7]2[CH:8]=[CH:9][C:10]3[N:11]([C:13]([C:16]([F:17])([F:18])[F:19])=[N:14][N:15]=3)[N:12]=2)[CH2:6][CH2:5]1, predict the reactants needed to synthesize it. The reactants are: [N:1]1([C:7]2[CH:8]=[CH:9][C:10]3[N:11]([C:13]([C:16]([F:19])([F:18])[F:17])=[N:14][N:15]=3)[N:12]=2)[CH2:6][CH2:5][NH:4][CH2:3][CH2:2]1.[NH:20]1[C:24]2[CH:25]=[CH:26][CH:27]=[CH:28][C:23]=2[N:22]=[C:21]1[CH:29]=O. (9) The reactants are: CON(C)[C:4]([C:6]1[CH:7]=[C:8]([N+:18]([O-:20])=[O:19])[C:9]([NH:12][CH2:13][C:14]([O:16][CH3:17])=[O:15])=[N:10][CH:11]=1)=[O:5].[H-].C([Al+]CC(C)C)C(C)C.C1(C)C=CC=CC=1.CO. Given the product [CH:4]([C:6]1[CH:7]=[C:8]([N+:18]([O-:20])=[O:19])[C:9]([NH:12][CH2:13][C:14]([O:16][CH3:17])=[O:15])=[N:10][CH:11]=1)=[O:5], predict the reactants needed to synthesize it.